From a dataset of Choline transporter screen with 302,306 compounds. Binary Classification. Given a drug SMILES string, predict its activity (active/inactive) in a high-throughput screening assay against a specified biological target. The compound is FC(F)(F)CCC(=O)N1CC(CCC1)(CCc1ccccc1)CO. The result is 0 (inactive).